This data is from Reaction yield outcomes from USPTO patents with 853,638 reactions. The task is: Predict the reaction yield, written as a fraction of the theoretical maximum amount of product (1.0 means a 100% yield; for example, 0.34 means a 34% yield). (1) The reactants are [OH:1][CH2:2][C:3]1[CH:22]=[CH:21][C:6]([CH2:7]/[C:8](=[C:13](\[CH:18]([CH3:20])[CH3:19])/[C:14]([O:16][CH3:17])=[O:15])/[C:9]([O:11][CH3:12])=[O:10])=[CH:5][CH:4]=1. The catalyst is C1C=CC=CC=1.[O-2].[O-2].[Mn+4]. The product is [CH3:12][O:11][C:9](=[O:10])/[C:8](/[CH2:7][C:6]1[CH:21]=[CH:22][C:3]([CH:2]=[O:1])=[CH:4][CH:5]=1)=[C:13](/[CH:18]([CH3:19])[CH3:20])\[C:14]([O:16][CH3:17])=[O:15]. The yield is 0.830. (2) The reactants are [Cl:1][C:2]1[CH:7]=[CH:6][C:5]([CH2:8][C:9]#N)=[CH:4][C:3]=1[F:11].[OH2:12].S(=O)(=O)(O)[OH:14]. The catalyst is C(O)(=O)C. The product is [Cl:1][C:2]1[CH:7]=[CH:6][C:5]([CH2:8][C:9]([OH:14])=[O:12])=[CH:4][C:3]=1[F:11]. The yield is 0.790. (3) The reactants are [CH3:1][N:2]1[CH:6]=[CH:5][N:4]=[C:3]1[CH3:7].[Cl:8][CH2:9][CH:10]([OH:13])[CH2:11][OH:12]. The catalyst is CCOCC. The product is [Cl-:8].[OH:13][CH:10]([CH2:11][OH:12])[CH2:9][N+:4]1[CH:5]=[CH:6][N:2]([CH3:1])[C:3]=1[CH3:7]. The yield is 1.00. (4) The reactants are [C:1]([N:5]1[C:9]2[CH:10]=[CH:11][C:12]([C:14]3[CH:15]=[N:16][C:17]([NH2:20])=[N:18][CH:19]=3)=[CH:13][C:8]=2[N:7]=[C:6]1[C:21]1[CH:26]=[C:25]([CH:27]=[CH2:28])[CH:24]=[CH:23][C:22]=1[N:29]1[CH:33]=[N:32][CH:31]=[N:30]1)([CH3:4])([CH3:3])[CH3:2]. The catalyst is CCO.[Pd]. The product is [C:1]([N:5]1[C:9]2[CH:10]=[CH:11][C:12]([C:14]3[CH:15]=[N:16][C:17]([NH2:20])=[N:18][CH:19]=3)=[CH:13][C:8]=2[N:7]=[C:6]1[C:21]1[CH:26]=[C:25]([CH2:27][CH3:28])[CH:24]=[CH:23][C:22]=1[N:29]1[CH:33]=[N:32][CH:31]=[N:30]1)([CH3:2])([CH3:3])[CH3:4]. The yield is 0.310. (5) The reactants are [CH2:1]([O:3][CH2:4][CH2:5][S:6][C:7]1[CH:12]=[C:11]([CH3:13])[C:10](Br)=[C:9]([CH3:15])[CH:8]=1)[CH3:2].[CH:16]([C:18]1[CH:19]=[C:20](B(O)O)[CH:21]=[CH:22][CH:23]=1)=[O:17]. The catalyst is C(=O)([O-])[O-].[Na+].[Na+].C(O)C.C1(C)C=CC=CC=1.[Cl-].[Na+].O.C1C=CC([P]([Pd]([P](C2C=CC=CC=2)(C2C=CC=CC=2)C2C=CC=CC=2)([P](C2C=CC=CC=2)(C2C=CC=CC=2)C2C=CC=CC=2)[P](C2C=CC=CC=2)(C2C=CC=CC=2)C2C=CC=CC=2)(C2C=CC=CC=2)C2C=CC=CC=2)=CC=1. The product is [CH2:1]([O:3][CH2:4][CH2:5][S:6][C:7]1[CH:12]=[C:11]([CH3:13])[C:10]([C:22]2[CH:21]=[CH:20][CH:19]=[C:18]([CH:16]=[O:17])[CH:23]=2)=[C:9]([CH3:15])[CH:8]=1)[CH3:2]. The yield is 0.380. (6) The reactants are [Cl:1][C:2]1[N:7]=[CH:6][C:5]([O:8][CH3:9])=[C:4]([Cl:10])[N:3]=1.[CH:11]([Mg]Br)=[CH2:12].ClC1C(=O)C(C#N)=C(C#N)C(=O)C=1Cl. The catalyst is O1CCCC1. The product is [Cl:1][C:2]1[N:7]=[C:6]([CH:11]=[CH2:12])[C:5]([O:8][CH3:9])=[C:4]([Cl:10])[N:3]=1. The yield is 0.600. (7) The reactants are [Cl:1][C:2]1[C:7]([C:8]([NH:10][CH2:11][C:12]2[CH:17]=[CH:16][CH:15]=[C:14]([F:18])[CH:13]=2)=[O:9])=[C:6]([CH3:19])[CH:5]=[C:4]([Cl:20])[N:3]=1.[C:21]([O-:24])([O-])=[O:22].[K+].[K+].[NH:27]1[CH2:32][CH2:31][O:30][CH2:29][CH2:28]1. The catalyst is CN(C=O)C. The product is [Cl:20][C:4]1[N:10]([CH2:11][C:12]2[CH:17]=[CH:16][CH:15]=[C:14]([F:18])[CH:13]=2)[CH:8]([N:27]2[CH2:32][CH2:31][O:30][CH2:29][CH2:28]2)[C:7]([C:21]([OH:24])=[O:22])=[C:6]([CH3:19])[CH:5]=1.[Cl:1][C:2]1[C:7]([C:8]([NH:10][CH2:11][C:12]2[CH:17]=[CH:16][CH:15]=[C:14]([F:18])[CH:13]=2)=[O:9])=[C:6]([CH3:19])[CH:5]=[C:4]([N:27]2[CH2:32][CH2:31][O:30][CH2:29][CH2:28]2)[N:3]=1. The yield is 0.490. (8) The reactants are [CH3:1][C:2]([C:6]1[CH:11]=[CH:10][C:9]([N+:12]([O-:14])=[O:13])=[CH:8][CH:7]=1)([CH3:5])[C:3]#[N:4].C([O-])([O-])=[O:16].[K+].[K+].CCO. The catalyst is OO. The product is [N+:12]([C:9]1[CH:10]=[CH:11][C:6]([C:2]([CH3:1])([CH3:5])[C:3]([NH2:4])=[O:16])=[CH:7][CH:8]=1)([O-:14])=[O:13]. The yield is 0.980. (9) The reactants are [CH3:1][N:2]1[CH2:7][CH2:6][N:5]2[N:8]=[C:9]([N+:11]([O-])=O)[CH:10]=[C:4]2[CH2:3]1. The catalyst is C(O)C.[C].[Pd]. The product is [CH3:1][N:2]1[CH2:7][CH2:6][N:5]2[N:8]=[C:9]([NH2:11])[CH:10]=[C:4]2[CH2:3]1. The yield is 1.00. (10) The reactants are CS([O:5][CH:6]1[CH2:11][CH2:10][CH:9]([O:12][C:13]2[N:18]=[CH:17][C:16]([CH2:19][CH3:20])=[CH:15][N:14]=2)[CH2:8][CH2:7]1)(=O)=O.[Br:21][C:22]1[CH:27]=[C:26]([F:28])[C:25](O)=[C:24]([F:30])[CH:23]=1. The catalyst is CN(C=O)C.O. The product is [Br:21][C:22]1[CH:27]=[C:26]([F:28])[C:25]([O:5][CH:6]2[CH2:11][CH2:10][CH:9]([O:12][C:13]3[N:18]=[CH:17][C:16]([CH2:19][CH3:20])=[CH:15][N:14]=3)[CH2:8][CH2:7]2)=[C:24]([F:30])[CH:23]=1. The yield is 0.320.